This data is from Full USPTO retrosynthesis dataset with 1.9M reactions from patents (1976-2016). The task is: Predict the reactants needed to synthesize the given product. (1) The reactants are: C(C(O[SiH3])C(C)(C)OC1C=CC(OCC#C[C:16]2(O)[C:25]3[C:20](=[CH:21][C:22](OCOC)=[CH:23][CH:24]=3)[S:19][CH2:18][C:17]2(C2C=CC(OCOC)=CC=2)[CH3:30])=CC=1)(C)(C)C.C([BH3-])#N.[Na+].O. Given the product [CH3:30][CH:17]1[CH2:16][C:25]2[C:20](=[CH:21][CH:22]=[CH:23][CH:24]=2)[S:19][CH2:18]1, predict the reactants needed to synthesize it. (2) Given the product [C@@H:17]12[CH2:23][C@@H:20]([CH:21]=[CH:22]1)[CH2:19][C@H:18]2[CH2:24][C:25]([NH:1][N:2]1[N:11]=[C:10]([CH:12]2[CH2:15][CH2:14][CH2:13]2)[C:9]2[C:4](=[CH:5][CH:6]=[CH:7][CH:8]=2)[C:3]1=[O:16])=[O:26], predict the reactants needed to synthesize it. The reactants are: [NH2:1][N:2]1[N:11]=[C:10]([CH:12]2[CH2:15][CH2:14][CH2:13]2)[C:9]2[C:4](=[CH:5][CH:6]=[CH:7][CH:8]=2)[C:3]1=[O:16].[C@@H:17]12[CH2:23][C@@H:20]([CH:21]=[CH:22]1)[CH2:19][C@H:18]2[CH2:24][C:25](O)=[O:26]. (3) Given the product [CH2:13]([O:15][C:16](=[O:26])[CH:17]([NH:18][C:10](=[O:12])[CH2:9][CH2:8][C:5]1[CH:4]=[CH:3][C:2]([OH:1])=[CH:7][CH:6]=1)[CH2:19][CH2:20][C:21]([O:23][CH2:24][CH3:25])=[O:22])[CH3:14], predict the reactants needed to synthesize it. The reactants are: [OH:1][C:2]1[CH:7]=[CH:6][C:5]([CH2:8][CH2:9][C:10]([OH:12])=O)=[CH:4][CH:3]=1.[CH2:13]([O:15][C:16](=[O:26])[C@H:17]([CH2:19][CH2:20][C:21]([O:23][CH2:24][CH3:25])=[O:22])[NH2:18])[CH3:14].